From a dataset of Catalyst prediction with 721,799 reactions and 888 catalyst types from USPTO. Predict which catalyst facilitates the given reaction. (1) Reactant: [OH:1][CH2:2][CH:3]1[CH2:8][CH2:7][N:6]([C:9]([O:11][C:12]([CH3:15])([CH3:14])[CH3:13])=[O:10])[CH2:5][CH2:4]1.CC(C)([O-])C.[Na+].[Br:22][C:23]1[CH:24]=[N:25][C:26](Cl)=[N:27][CH:28]=1. Product: [Br:22][C:23]1[CH:24]=[N:25][C:26]([O:1][CH2:2][CH:3]2[CH2:8][CH2:7][N:6]([C:9]([O:11][C:12]([CH3:15])([CH3:14])[CH3:13])=[O:10])[CH2:5][CH2:4]2)=[N:27][CH:28]=1. The catalyst class is: 1. (2) Reactant: [CH3:1][O:2][CH2:3][CH2:4][NH:5][CH2:6][CH2:7][O:8][CH3:9].[O-:10][N+:11]1[C:16]2[CH:17]=[C:18]3[C:22](=[CH:23][C:15]=2[N:14]=[C:13]([CH2:24][CH2:25][CH:26]=O)[N:12]=1)[CH2:21][CH2:20][CH2:19]3.[BH3-]C#N.[Na+].CC(O)=O. Product: [CH3:1][O:2][CH2:3][CH2:4][N:5]([CH2:6][CH2:7][O:8][CH3:9])[CH2:26][CH2:25][CH2:24][C:13]1[N:12]=[N+:11]([O-:10])[C:16]2[CH:17]=[C:18]3[C:22]([CH2:21][CH2:20][CH2:19]3)=[CH:23][C:15]=2[N:14]=1. The catalyst class is: 5. (3) Reactant: [H-].[Na+].[C:3]1([C:25]2[CH:30]=[CH:29][CH:28]=[CH:27][CH:26]=2)[CH:8]=[CH:7][C:6]([CH2:9][C@H:10]2[N:14]([CH2:15]C3C=CC(OC)=CC=3)C(=O)C[CH2:11]2)=[CH:5][CH:4]=1.CO[C:33](=[O:40])[C:34]1[CH:39]=[CH:38][CH:37]=[CH:36][CH:35]=1.[NH4+:41].[Cl-].C([O:46][CH2:47][CH3:48])(=O)C. Product: [C:33]([C@H:48]1[CH2:11][CH:10]([CH2:9][C:6]2[CH:5]=[CH:4][C:3]([C:25]3[CH:26]=[CH:27][CH:28]=[CH:29][CH:30]=3)=[CH:8][CH:7]=2)[N:14]([CH2:15][N:41]2[CH2:5][CH2:4][CH2:3][CH2:8]2)[C:47]1=[O:46])(=[O:40])[C:34]1[CH:35]=[CH:36][CH:37]=[CH:38][CH:39]=1. The catalyst class is: 11. (4) Reactant: [OH:1][C@H:2]1[CH2:6][N:5]([CH2:7][C:8]2[CH:13]=[CH:12][CH:11]=[C:10]([C:14]([F:17])([F:16])[F:15])[CH:9]=2)[C@@H:4]([C:18]([O:20][CH2:21][C:22]2[CH:27]=[CH:26][CH:25]=[C:24]([C:28]([F:31])([F:30])[F:29])[CH:23]=2)=[O:19])[CH2:3]1.CC(OI1(OC(C)=O)(OC(C)=O)OC(=O)C2C=CC=CC1=2)=O. Product: [O:1]=[C:2]1[CH2:6][N:5]([CH2:7][C:8]2[CH:13]=[CH:12][CH:11]=[C:10]([C:14]([F:16])([F:17])[F:15])[CH:9]=2)[C@@H:4]([C:18]([O:20][CH2:21][C:22]2[CH:27]=[CH:26][CH:25]=[C:24]([C:28]([F:31])([F:29])[F:30])[CH:23]=2)=[O:19])[CH2:3]1. The catalyst class is: 2. (5) The catalyst class is: 3. Product: [CH2:1]([O:8][C:9]1[C:13]([C:14]([O:16][CH3:17])=[O:15])=[N:12][N:11]([CH:23]([C:24]#[N:25])[C:26]2[CH:31]=[CH:30][CH:29]=[CH:28][CH:27]=2)[C:10]=1[C:18]([O:20][CH3:21])=[O:19])[C:2]1[CH:7]=[CH:6][CH:5]=[CH:4][CH:3]=1. Reactant: [CH2:1]([O:8][C:9]1[C:10]([C:18]([O:20][CH3:21])=[O:19])=[N:11][NH:12][C:13]=1[C:14]([O:16][CH3:17])=[O:15])[C:2]1[CH:7]=[CH:6][CH:5]=[CH:4][CH:3]=1.Br[CH:23]([C:26]1[CH:31]=[CH:30][CH:29]=[CH:28][CH:27]=1)[C:24]#[N:25].C([O-])([O-])=O.[Cs+].[Cs+]. (6) Reactant: [OH-].[NH4+:2].[CH3:3][N:4]([N:6]=[N:7][C:8]1[CH:12]=[C:11]([C:13]([CH3:16])([CH3:15])[CH3:14])[Se:10][C:9]=1[C:17]([O:19]CC)=O)[CH3:5].O. Product: [CH3:3][N:4]([N:6]=[N:7][C:8]1[CH:12]=[C:11]([C:13]([CH3:16])([CH3:15])[CH3:14])[Se:10][C:9]=1[C:17]([NH2:2])=[O:19])[CH3:5]. The catalyst class is: 1. (7) Reactant: CN1CCOCC1.[O:8]1[C:12]2[CH:13]=[CH:14][CH:15]=[CH:16][C:11]=2[CH:10]=[C:9]1[C:17]([OH:19])=O.CN(C(ON1N=NC2C=CC=CC1=2)=[N+](C)C)C.F[P-](F)(F)(F)(F)F.[OH:44][C@@H:45]1[C@@H:51]([NH:52][C:53]([C:55]2([NH2:61])[CH2:60][CH2:59][CH2:58][CH2:57][CH2:56]2)=[O:54])[CH2:50][CH2:49][C@@H:48]([CH3:62])[N:47]([S:63]([C:66]2[CH:71]=[CH:70][CH:69]=[CH:68][N:67]=2)(=[O:65])=[O:64])[CH2:46]1. Product: [OH:44][C@@H:45]1[C@@H:51]([NH:52][C:53]([C:55]2([NH:61][C:17]([C:9]3[O:8][C:12]4[CH:13]=[CH:14][CH:15]=[CH:16][C:11]=4[CH:10]=3)=[O:19])[CH2:60][CH2:59][CH2:58][CH2:57][CH2:56]2)=[O:54])[CH2:50][CH2:49][C@@H:48]([CH3:62])[N:47]([S:63]([C:66]2[CH:71]=[CH:70][CH:69]=[CH:68][N:67]=2)(=[O:65])=[O:64])[CH2:46]1. The catalyst class is: 31. (8) Reactant: [Cl:1][C:2]1[N:7]=[C:6]([CH:8]=[N:9]O)[C:5]2[C:11]([O:33][CH3:34])=[N:12][N:13]([C:14]([C:27]3[CH:32]=[CH:31][CH:30]=[CH:29][CH:28]=3)([C:21]3[CH:26]=[CH:25][CH:24]=[CH:23][CH:22]=3)[C:15]3[CH:20]=[CH:19][CH:18]=[CH:17][CH:16]=3)[C:4]=2[CH:3]=1.C1(P(C2C=CC=CC=2)C2C=CC=CC=2)C=CC=CC=1.II.C([O-])(O)=O.[Na+]. Product: [Cl:1][C:2]1[N:7]=[C:6]([C:8]#[N:9])[C:5]2[C:11]([O:33][CH3:34])=[N:12][N:13]([C:14]([C:15]3[CH:16]=[CH:17][CH:18]=[CH:19][CH:20]=3)([C:21]3[CH:22]=[CH:23][CH:24]=[CH:25][CH:26]=3)[C:27]3[CH:32]=[CH:31][CH:30]=[CH:29][CH:28]=3)[C:4]=2[CH:3]=1. The catalyst class is: 2. (9) Product: [CH2:1]([O:3][C:4](=[O:27])[CH2:5][O:6][C:7]1[CH:12]=[C:11]([F:13])[C:10]([CH3:14])=[CH:9][C:8]=1[C:15](=[S:29])[NH:16][CH2:17][C:18]1[CH:23]=[CH:22][C:21]([Br:24])=[CH:20][C:19]=1[F:25])[CH3:2]. The catalyst class is: 300. Reactant: [CH2:1]([O:3][C:4](=[O:27])[CH2:5][O:6][C:7]1[CH:12]=[C:11]([F:13])[C:10]([CH3:14])=[CH:9][C:8]=1[C:15](=O)[NH:16][CH2:17][C:18]1[CH:23]=[CH:22][C:21]([Br:24])=[CH:20][C:19]=1[F:25])[CH3:2].P12(SP3(SP(SP(S3)(S1)=S)(=S)S2)=S)=[S:29]. (10) Reactant: C([N-]C(C)C)(C)C.[Li+].[Cl:9][C:10]1[CH:15]=[CH:14][C:13]([C:16]2[C:22]3[CH:23]=[CH:24][CH:25]=[CH:26][C:21]=3[N:20]3[C:27]([CH3:30])=[N:28][N:29]=[C:19]3[CH2:18][CH:17]=2)=[CH:12][CH:11]=1.Br[CH2:32][C:33]([O:35][CH2:36][CH3:37])=[O:34]. Product: [Cl:9][C:10]1[CH:15]=[CH:14][C:13]([C:16]2[C:22]3[CH:23]=[CH:24][CH:25]=[CH:26][C:21]=3[N:20]3[C:27]([CH3:30])=[N:28][N:29]=[C:19]3[CH:18]([CH2:32][C:33]([O:35][CH2:36][CH3:37])=[O:34])[CH:17]=2)=[CH:12][CH:11]=1. The catalyst class is: 1.